From a dataset of Peptide-MHC class I binding affinity with 185,985 pairs from IEDB/IMGT. Regression. Given a peptide amino acid sequence and an MHC pseudo amino acid sequence, predict their binding affinity value. This is MHC class I binding data. (1) The peptide sequence is CIAWSSSSCH. The MHC is HLA-A68:01 with pseudo-sequence HLA-A68:01. The binding affinity (normalized) is 0. (2) The peptide sequence is RYWYLNHTV. The MHC is HLA-A26:01 with pseudo-sequence HLA-A26:01. The binding affinity (normalized) is 0. (3) The peptide sequence is WDAYIPHYV. The MHC is HLA-A02:11 with pseudo-sequence HLA-A02:11. The binding affinity (normalized) is 0.0847. (4) The peptide sequence is RRIYDLIEL. The MHC is Mamu-B08 with pseudo-sequence Mamu-B08. The binding affinity (normalized) is 0.819. (5) The peptide sequence is GQFLSFASL. The MHC is HLA-A69:01 with pseudo-sequence HLA-A69:01. The binding affinity (normalized) is 0.0847. (6) The peptide sequence is AIMATIQRK. The MHC is HLA-A33:01 with pseudo-sequence HLA-A33:01. The binding affinity (normalized) is 0.0275. (7) The peptide sequence is WPYIASRTSI. The MHC is HLA-B51:01 with pseudo-sequence HLA-B51:01. The binding affinity (normalized) is 0.646.